From a dataset of Full USPTO retrosynthesis dataset with 1.9M reactions from patents (1976-2016). Predict the reactants needed to synthesize the given product. (1) Given the product [C:18]([NH:1][C:2]1[S:3][C:4]2[CH2:5][N:6]([C:11]([O:13][C:14]([CH3:17])([CH3:16])[CH3:15])=[O:12])[CH2:7][CH2:8][C:9]=2[N:10]=1)(=[O:20])[CH3:19], predict the reactants needed to synthesize it. The reactants are: [NH2:1][C:2]1[S:3][C:4]2[CH2:5][N:6]([C:11]([O:13][C:14]([CH3:17])([CH3:16])[CH3:15])=[O:12])[CH2:7][CH2:8][C:9]=2[N:10]=1.[C:18](Cl)(=[O:20])[CH3:19].O. (2) Given the product [C:16]([C:18]1[CH:23]=[CH:22][C:21]([C:2]2[N:7]=[C:6]([CH:8]=[O:9])[CH:5]=[CH:4][CH:3]=2)=[CH:20][CH:19]=1)#[N:17], predict the reactants needed to synthesize it. The reactants are: Br[C:2]1[N:7]=[C:6]([CH:8]=[O:9])[CH:5]=[CH:4][CH:3]=1.C([O-])([O-])=O.[Na+].[Na+].[C:16]([C:18]1[CH:23]=[CH:22][C:21](B(O)O)=[CH:20][CH:19]=1)#[N:17]. (3) Given the product [Cl:1][C:2]1[C:3]([F:25])=[C:4]([NH:9][C:10]2[C:19]3[C:14](=[CH:15][C:16]([O:23][CH3:24])=[C:17]([NH2:20])[CH:18]=3)[N:13]=[CH:12][N:11]=2)[CH:5]=[CH:6][C:7]=1[Cl:8], predict the reactants needed to synthesize it. The reactants are: [Cl:1][C:2]1[C:3]([F:25])=[C:4]([NH:9][C:10]2[C:19]3[C:14](=[CH:15][C:16]([O:23][CH3:24])=[C:17]([N+:20]([O-])=O)[CH:18]=3)[N:13]=[CH:12][N:11]=2)[CH:5]=[CH:6][C:7]=1[Cl:8]. (4) Given the product [Cl:12][C:13]1[CH:20]=[CH:19][C:16]([C:17]#[N:18])=[C:15]([NH:1][CH:2]([C:6]2[CH:11]=[CH:10][CH:9]=[CH:8][CH:7]=2)[CH2:3][CH2:4][OH:5])[CH:14]=1, predict the reactants needed to synthesize it. The reactants are: [NH2:1][CH:2]([C:6]1[CH:11]=[CH:10][CH:9]=[CH:8][CH:7]=1)[CH2:3][CH2:4][OH:5].[Cl:12][C:13]1[CH:20]=[CH:19][C:16]([C:17]#[N:18])=[C:15](F)[CH:14]=1.C(N(C(C)C)CC)(C)C.C(OCC)C.CCCC(C)C. (5) Given the product [F:18][C:19]1[CH:24]=[C:23]([C:8]([C:22]2[CH:23]=[CH:24][C:19]([F:18])=[C:20]([F:26])[CH:21]=2)([OH:10])[C@@H:7]([NH:6][C:4](=[O:5])[O:3][CH2:1][CH3:2])[C:12]2[CH:17]=[CH:16][CH:15]=[CH:14][CH:13]=2)[CH:22]=[CH:21][C:20]=1[F:26], predict the reactants needed to synthesize it. The reactants are: [CH2:1]([O:3][C:4]([NH:6][C@@H:7]([C:12]1[CH:17]=[CH:16][CH:15]=[CH:14][CH:13]=1)[C:8]([O:10]C)=O)=[O:5])[CH3:2].[F:18][C:19]1[CH:24]=[CH:23][C:22](I)=[CH:21][C:20]=1[F:26]. (6) Given the product [CH3:1][C:2]1[C:10]2[CH:9]=[C:8]([C:11]([OH:13])=[O:12])[S:7][C:6]=2[CH:5]=[CH:4][CH:3]=1, predict the reactants needed to synthesize it. The reactants are: [CH3:1][C:2]1[C:10]2[CH:9]=[C:8]([C:11]([O:13]C)=[O:12])[S:7][C:6]=2[CH:5]=[CH:4][CH:3]=1.O.[OH-].[Li+].O. (7) Given the product [F:11][C:9]1[CH:8]=[CH:7][C:6]2[N:5]([N:4]=[CH:3][C:2]=2[B:17]2[O:21][C:20]([CH3:23])([CH3:22])[C:19]([CH3:25])([CH3:24])[O:18]2)[CH:10]=1, predict the reactants needed to synthesize it. The reactants are: Br[C:2]1[CH:3]=[N:4][N:5]2[CH:10]=[C:9]([F:11])[CH:8]=[CH:7][C:6]=12.C([O-])(=O)C.[K+].[B:17]1([B:17]2[O:21][C:20]([CH3:23])([CH3:22])[C:19]([CH3:25])([CH3:24])[O:18]2)[O:21][C:20]([CH3:23])([CH3:22])[C:19]([CH3:25])([CH3:24])[O:18]1. (8) Given the product [O:1]1[C:5]2[CH:6]=[CH:7][C:8]([CH:10]([C:26]3[C:34]4[C:29](=[CH:30][C:31]([CH2:35][CH2:36][C:37]([OH:39])=[O:38])=[CH:32][CH:33]=4)[N:28]([CH3:40])[CH:27]=3)[C:11]([NH:13][S:14]([C:17]3[CH:18]=[CH:19][C:20]([CH:23]([CH3:25])[CH3:24])=[CH:21][CH:22]=3)(=[O:15])=[O:16])=[O:12])=[CH:9][C:4]=2[O:3][CH2:2]1, predict the reactants needed to synthesize it. The reactants are: [O:1]1[C:5]2[CH:6]=[CH:7][C:8]([CH:10]([C:26]3[C:34]4[C:29](=[CH:30][C:31](/[CH:35]=[CH:36]/[C:37]([OH:39])=[O:38])=[CH:32][CH:33]=4)[N:28]([CH3:40])[CH:27]=3)[C:11]([NH:13][S:14]([C:17]3[CH:22]=[CH:21][C:20]([CH:23]([CH3:25])[CH3:24])=[CH:19][CH:18]=3)(=[O:16])=[O:15])=[O:12])=[CH:9][C:4]=2[O:3][CH2:2]1.C([O-])=O.[NH4+].O1CCCC1.